Dataset: Reaction yield outcomes from USPTO patents with 853,638 reactions. Task: Predict the reaction yield, written as a fraction of the theoretical maximum amount of product (1.0 means a 100% yield; for example, 0.34 means a 34% yield). (1) The catalyst is CN(C=O)C. The reactants are [CH2:1](Cl)Cl.[Cl:4][C:5]1[CH:13]=[CH:12][C:11]([Br:14])=[CH:10][C:6]=1[C:7]([OH:9])=[O:8].[Cl-]. The yield is 0.990. The product is [Br:14][C:11]1[CH:12]=[CH:13][C:5]([Cl:4])=[C:6]([CH:10]=1)[C:7]([O:9][CH3:1])=[O:8]. (2) The reactants are Br[C:2]1[CH:23]=[CH:22][C:5]2[C:6]3[N:10]([CH2:11][CH2:12][O:13][C:4]=2[CH:3]=1)[CH:9]=[C:8]([C:14]1[N:15]([CH:19]([CH3:21])[CH3:20])[N:16]=[CH:17][N:18]=1)[N:7]=3.C(P(C(C)(C)C)C1C=CC=CC=1C1C(C(C)C)=CC(C(C)C)=CC=1C(C)C)(C)(C)C.[OH-:54].[K+]. The catalyst is O1CCOCC1.O.C1C=CC(/C=C/C(/C=C/C2C=CC=CC=2)=O)=CC=1.C1C=CC(/C=C/C(/C=C/C2C=CC=CC=2)=O)=CC=1.C1C=CC(/C=C/C(/C=C/C2C=CC=CC=2)=O)=CC=1.[Pd].[Pd]. The product is [CH:19]([N:15]1[C:14]([C:8]2[N:7]=[C:6]3[C:5]4[CH:22]=[CH:23][C:2]([OH:54])=[CH:3][C:4]=4[O:13][CH2:12][CH2:11][N:10]3[CH:9]=2)=[N:18][CH:17]=[N:16]1)([CH3:21])[CH3:20]. The yield is 0.460. (3) The product is [Br:1][C:2]1[CH:11]=[C:10]([Br:12])[C:9]([O:13][CH:15]([CH3:17])[CH3:16])=[C:8]2[C:3]=1[CH:4]=[CH:5][CH:6]=[N:7]2. The reactants are [Br:1][C:2]1[CH:11]=[C:10]([Br:12])[C:9]([OH:13])=[C:8]2[C:3]=1[CH:4]=[CH:5][CH:6]=[N:7]2.Br[CH:15]([CH3:17])[CH3:16]. No catalyst specified. The yield is 0.970. (4) The reactants are [CH3:1][O:2][C:3]1[CH:12]=[CH:11][C:6]([CH2:7][N:8]=[N+:9]=[N-:10])=[CH:5][CH:4]=1.[CH2:13]([O:15][C:16](=[O:19])[CH2:17][CH3:18])[CH3:14]. The catalyst is CN(C=O)C. The product is [CH3:1][O:2][C:3]1[CH:4]=[CH:5][C:6]([CH2:7][N:8]2[CH:18]=[C:17]([C:16]([O:15][CH2:13][CH3:14])=[O:19])[N:10]=[N:9]2)=[CH:11][CH:12]=1. The yield is 0.950. (5) The reactants are CO[C:3](=O)[C:4]1C=CC(CBr)=CC=1.[CH3:13][O:14][C:15](=[O:49])[C:16]1[CH:21]=[CH:20][C:19]([CH2:22][N:23]2[CH:27]=[C:26]([C:28]3[CH:33]=[CH:32][C:31]([Cl:34])=[CH:30][C:29]=3[Cl:35])[N:25]=[C:24]2[C:36]2[CH:41]=[CH:40][C:39]([C:42]3[CH:47]=[CH:46][C:45]([OH:48])=[CH:44][CH:43]=3)=[CH:38][CH:37]=2)=[CH:18][CH:17]=1.BrCC. No catalyst specified. The product is [CH3:13][O:14][C:15](=[O:49])[C:16]1[CH:21]=[CH:20][C:19]([CH2:22][N:23]2[CH:27]=[C:26]([C:28]3[CH:33]=[CH:32][C:31]([Cl:34])=[CH:30][C:29]=3[Cl:35])[N:25]=[C:24]2[C:36]2[CH:41]=[CH:40][C:39]([C:42]3[CH:43]=[CH:44][C:45]([O:48][CH2:3][CH3:4])=[CH:46][CH:47]=3)=[CH:38][CH:37]=2)=[CH:18][CH:17]=1. The yield is 0.680.